Dataset: Reaction yield outcomes from USPTO patents with 853,638 reactions. Task: Predict the reaction yield, written as a fraction of the theoretical maximum amount of product (1.0 means a 100% yield; for example, 0.34 means a 34% yield). (1) The reactants are [CH3:1][C:2]([CH3:27])([CH3:26])[C:3]#[C:4][C:5]1[S:9][C:8]([C:10]([O:12][CH3:13])=[O:11])=[C:7]([NH:14][C@@H:15]([C:18]([N:20]2[CH2:25][CH2:24][O:23][CH2:22][CH2:21]2)=[O:19])[CH2:16][CH3:17])[CH:6]=1.N1C=CC=CC=1.[CH3:34][C@H:35]1[CH2:40][CH2:39][C@H:38]([C:41](Cl)=[O:42])[CH2:37][CH2:36]1. The catalyst is ClC(Cl)C.CN(C1C=CN=CC=1)C.ClCCl. The product is [CH3:27][C:2]([CH3:26])([CH3:1])[C:3]#[C:4][C:5]1[S:9][C:8]([C:10]([O:12][CH3:13])=[O:11])=[C:7]([N:14]([C:41]([C@H:38]2[CH2:39][CH2:40][C@H:35]([CH3:34])[CH2:36][CH2:37]2)=[O:42])[C@@H:15]([C:18]([N:20]2[CH2:21][CH2:22][O:23][CH2:24][CH2:25]2)=[O:19])[CH2:16][CH3:17])[CH:6]=1. The yield is 0.760. (2) The reactants are [F:1][C:2]([F:13])([F:12])[C:3]1[CH:4]=[C:5]([CH2:9][C:10]#[N:11])[CH:6]=[CH:7][CH:8]=1.[H-].[Na+].Cl[CH2:17][CH2:18][O:19][CH2:20][CH2:21]Cl. The catalyst is CN(C=O)C. The product is [F:1][C:2]([F:12])([F:13])[C:3]1[CH:4]=[C:5]([C:9]2([C:10]#[N:11])[CH2:21][CH2:20][O:19][CH2:18][CH2:17]2)[CH:6]=[CH:7][CH:8]=1. The yield is 0.840. (3) The reactants are C([O-])([O-])=O.[Cs+].[Cs+].[CH2:7]([O:9][C:10](=[O:19])[C:11]1[CH:16]=[CH:15][C:14]([OH:17])=[C:13]([OH:18])[CH:12]=1)[CH3:8].Br[CH2:21][CH2:22]Br. The catalyst is CN(C=O)C. The product is [CH2:7]([O:9][C:10]([C:11]1[CH:16]=[CH:15][C:14]2[O:17][CH2:21][CH2:22][O:18][C:13]=2[CH:12]=1)=[O:19])[CH3:8]. The yield is 0.290.